From a dataset of Peptide-MHC class I binding affinity with 185,985 pairs from IEDB/IMGT. Regression. Given a peptide amino acid sequence and an MHC pseudo amino acid sequence, predict their binding affinity value. This is MHC class I binding data. (1) The peptide sequence is FNCGGEFFY. The MHC is HLA-A80:01 with pseudo-sequence HLA-A80:01. The binding affinity (normalized) is 0.633. (2) The peptide sequence is TAFTIPSI. The MHC is HLA-B15:01 with pseudo-sequence HLA-B15:01. The binding affinity (normalized) is 0.134. (3) The peptide sequence is LIFFFYYL. The MHC is H-2-Kb with pseudo-sequence H-2-Kb. The binding affinity (normalized) is 0.445. (4) The peptide sequence is TIDNPTKYIR. The MHC is HLA-A11:01 with pseudo-sequence HLA-A11:01. The binding affinity (normalized) is 0.273. (5) The peptide sequence is GRWPITHLH. The MHC is Mamu-B03 with pseudo-sequence Mamu-B03. The binding affinity (normalized) is 0.659. (6) The peptide sequence is MPTYIRNTL. The MHC is HLA-B51:01 with pseudo-sequence HLA-B51:01. The binding affinity (normalized) is 0.372. (7) The peptide sequence is QTEPKTSVV. The MHC is HLA-A24:03 with pseudo-sequence HLA-A24:03. The binding affinity (normalized) is 0.0847.